This data is from Forward reaction prediction with 1.9M reactions from USPTO patents (1976-2016). The task is: Predict the product of the given reaction. (1) Given the reactants Br[C:2]1[CH:3]=[C:4]([N:7]2[CH2:11][C@:10]3([CH:16]4[CH2:17][CH2:18][N:13]([CH2:14][CH2:15]4)[CH2:12]3)[O:9][C:8]2=[O:19])[O:5][CH:6]=1.C([Sn](CCCC)(CCCC)[C:25]1[CH:30]=[CH:29][CH:28]=[CH:27][N:26]=1)CCC, predict the reaction product. The product is: [N:26]1[CH:27]=[CH:28][CH:29]=[CH:30][C:25]=1[C:2]1[CH:3]=[C:4]([N:7]2[CH2:11][C@:10]3([CH:16]4[CH2:17][CH2:18][N:13]([CH2:14][CH2:15]4)[CH2:12]3)[O:9][C:8]2=[O:19])[O:5][CH:6]=1. (2) The product is: [C:1]([O:5][C:6]([N:8]1[CH2:13][CH2:12][C:11]2[N:33]=[C:31]([NH:30][C:20]3[CH:21]=[CH:22][C:23]([N:24]4[CH:28]=[C:27]([CH3:29])[N:26]=[CH:25]4)=[C:18]([O:17][CH3:16])[CH:19]=3)[S:32][C:10]=2[CH2:9]1)=[O:7])([CH3:4])([CH3:3])[CH3:2]. Given the reactants [C:1]([O:5][C:6]([N:8]1[CH2:13][CH2:12][C:11](=O)[CH:10](Br)[CH2:9]1)=[O:7])([CH3:4])([CH3:3])[CH3:2].[CH3:16][O:17][C:18]1[CH:19]=[C:20]([NH:30][C:31]([NH2:33])=[S:32])[CH:21]=[CH:22][C:23]=1[N:24]1[CH:28]=[C:27]([CH3:29])[N:26]=[CH:25]1.C(N(CC)C(C)C)(C)C, predict the reaction product. (3) Given the reactants [CH2:1]([O:3][C:4](=[O:9])[CH2:5][CH:6]([OH:8])[CH3:7])[CH3:2].[C:10]([CH2:12][C:13](O)=[O:14])#[N:11].C1(N=C=NC2CCCCC2)CCCCC1, predict the reaction product. The product is: [CH2:1]([O:3][C:4](=[O:9])[CH2:5][CH:6]([O:8][C:13](=[O:14])[CH2:12][C:10]#[N:11])[CH3:7])[CH3:2].